Dataset: Forward reaction prediction with 1.9M reactions from USPTO patents (1976-2016). Task: Predict the product of the given reaction. (1) Given the reactants [Br:1][C:2]1[CH:10]=[C:9]2[C:5]([CH:6]=[N:7][N:8]2[S:11]([C:14]2[CH:19]=[CH:18][C:17]([CH3:20])=[CH:16][CH:15]=2)(=[O:13])=[O:12])=[C:4]([C:21]2[NH:25][N:24]=NN=2)[CH:3]=1.[C:26](Cl)(=[O:28])[CH3:27], predict the reaction product. The product is: [Br:1][C:2]1[CH:10]=[C:9]2[C:5]([CH:6]=[N:7][N:8]2[S:11]([C:14]2[CH:15]=[CH:16][C:17]([CH3:20])=[CH:18][CH:19]=2)(=[O:12])=[O:13])=[C:4]([C:21]2[O:28][C:26]([CH3:27])=[N:24][N:25]=2)[CH:3]=1. (2) Given the reactants [CH3:1][C:2]1[CH:7]=[CH:6][C:5]([S:8]([O:11][CH2:12][C:13]2[CH:18]=[CH:17][CH:16]=[C:15]([CH:19]=O)[N:14]=2)(=[O:10])=[O:9])=[CH:4][CH:3]=1.C1(P(C2C=CC=CC=2)(C2C=CC=CC=2)=[CH:28][C:29](=[O:31])[CH3:30])C=CC=CC=1, predict the reaction product. The product is: [CH3:1][C:2]1[CH:3]=[CH:4][C:5]([S:8]([O:11][CH2:12][C:13]2[CH:18]=[CH:17][CH:16]=[C:15](/[CH:19]=[CH:28]/[C:29](=[O:31])[CH3:30])[N:14]=2)(=[O:9])=[O:10])=[CH:6][CH:7]=1. (3) Given the reactants [Cl:1][C:2]1[C:7]2[O:8][CH2:9][O:10][C:6]=2[CH:5]=[C:4]([CH2:11][C@H:12]([NH:20][C:21](=[O:27])[O:22][C:23]([CH3:26])([CH3:25])[CH3:24])[C@H:13]([OH:19])[C:14]2[S:15][CH:16]=[CH:17][N:18]=2)[CH:3]=1.N1C(C)=CC=CC=1C.O([Si:44]([C:47]([CH3:50])([CH3:49])[CH3:48])([CH3:46])[CH3:45])S(C(F)(F)F)(=O)=O.CCN(C(C)C)C(C)C.C(OC(OC(OC(C)(C)C)=O)=O)(C)(C)C.C1COCC1, predict the reaction product. The product is: [Si:44]([O:19][C@H:13]([C:14]1[S:15][CH:16]=[CH:17][N:18]=1)[C@@H:12]([NH:20][C:21](=[O:27])[O:22][C:23]([CH3:24])([CH3:26])[CH3:25])[CH2:11][C:4]1[CH:3]=[C:2]([Cl:1])[C:7]2[O:8][CH2:9][O:10][C:6]=2[CH:5]=1)([C:47]([CH3:50])([CH3:49])[CH3:48])([CH3:46])[CH3:45]. (4) Given the reactants [Cl:1][C:2]1[CH:8]=[C:7]([N+:9]([O-:11])=[O:10])[CH:6]=[CH:5][C:3]=1[NH2:4].[C:12]1([CH3:22])[CH:17]=[CH:16][C:15]([S:18](Cl)(=[O:20])=[O:19])=[CH:14][CH:13]=1.O, predict the reaction product. The product is: [Cl:1][C:2]1[CH:8]=[C:7]([N+:9]([O-:11])=[O:10])[CH:6]=[CH:5][C:3]=1[NH:4][S:18]([C:15]1[CH:16]=[CH:17][C:12]([CH3:22])=[CH:13][CH:14]=1)(=[O:20])=[O:19]. (5) Given the reactants [Br:1][C:2]1[CH:7]=[CH:6][C:5]([CH:8]([CH3:12])[C:9]([OH:11])=O)=[CH:4][CH:3]=1.F[P-](F)(F)(F)(F)F.N1(O[P+](N(C)C)(N(C)C)N(C)C)C2C=CC=CC=2N=N1.CN(C)[CH:42]=[O:43].[CH:45]([N:48](CC)[CH:49]([CH3:51])[CH3:50])([CH3:47])[CH3:46], predict the reaction product. The product is: [Br:1][C:2]1[CH:3]=[CH:4][C:5]([CH:8]([CH3:12])[C:9]([N:48]2[CH:49]3[CH2:50][CH2:46][CH:45]2[CH2:47][CH:42]([OH:43])[CH2:51]3)=[O:11])=[CH:6][CH:7]=1. (6) The product is: [CH:1]1([C:4]2[C:5]([N:23]3[CH2:28][CH2:27][N:26]([C:29]([O:31][C:32]([CH3:35])([CH3:34])[CH3:33])=[O:30])[CH2:25][CH2:24]3)=[C:6]3[C:12]([C:44]#[C:43][Si:45]([CH3:48])([CH3:47])[CH3:46])=[N:11][N:10]([CH2:14][C:15]4[CH:20]=[CH:19][C:18]([O:21][CH3:22])=[CH:17][CH:16]=4)[C:7]3=[N:8][CH:9]=2)[CH2:3][CH2:2]1. Given the reactants [CH:1]1([C:4]2[C:5]([N:23]3[CH2:28][CH2:27][N:26]([C:29]([O:31][C:32]([CH3:35])([CH3:34])[CH3:33])=[O:30])[CH2:25][CH2:24]3)=[C:6]3[C:12](I)=[N:11][N:10]([CH2:14][C:15]4[CH:20]=[CH:19][C:18]([O:21][CH3:22])=[CH:17][CH:16]=4)[C:7]3=[N:8][CH:9]=2)[CH2:3][CH2:2]1.C(N(CC)CC)C.[C:43]([Si:45]([CH3:48])([CH3:47])[CH3:46])#[CH:44], predict the reaction product. (7) The product is: [NH2:27][C:21]1[N:20]=[C:19]([O:28][CH2:29][CH2:30][O:31][CH3:32])[N:18]=[C:17]2[C:22]=1[NH:23][C:24](=[O:25])[N:16]2[CH2:15][CH2:14][CH:11]1[CH2:12][CH2:13][N:8]([CH2:6][C:41]2[CH:46]=[CH:45][CH:44]=[CH:43][CH:42]=2)[CH2:9][CH2:10]1. Given the reactants C(O[C:6]([N:8]1[CH2:13][CH2:12][CH:11]([CH2:14][CH2:15][N:16]2[C:24]([O:25]C)=[N:23][C:22]3[C:17]2=[N:18][C:19]([O:28][CH2:29][CH2:30][O:31][CH3:32])=[N:20][C:21]=3[NH2:27])[CH2:10][CH2:9]1)=O)(C)(C)C.FC(F)(F)C(O)=O.C(Br)[C:41]1[CH:46]=[CH:45][CH:44]=[CH:43][CH:42]=1.C(N(C(C)C)C(C)C)C, predict the reaction product.